The task is: Predict the product of the given reaction.. This data is from Forward reaction prediction with 1.9M reactions from USPTO patents (1976-2016). (1) Given the reactants [Br:1][C:2]1[C:3]([OH:17])=[C:4]([C:13]([O:15][CH3:16])=[O:14])[S:5][C:6]=1[C:7]1[N:11]([CH3:12])[N:10]=[CH:9][CH:8]=1.CO.[CH:20]1C=CC(P(C2C=CC=CC=2)C2C=CC=CC=2)=CC=1.CCOC(/N=N/C(OCC)=O)=O, predict the reaction product. The product is: [Br:1][C:2]1[C:3]([O:17][CH3:20])=[C:4]([C:13]([O:15][CH3:16])=[O:14])[S:5][C:6]=1[C:7]1[N:11]([CH3:12])[N:10]=[CH:9][CH:8]=1. (2) Given the reactants [C:1](Cl)(=[O:10])[C:2]1[CH:7]=[CH:6][C:5]([O:8][CH3:9])=[CH:4][CH:3]=1.[NH2:12][C:13]1[S:17][C:16]([NH:18][C:19]2[CH:24]=[CH:23][C:22]([O:25][CH2:26][CH2:27][O:28][CH3:29])=[CH:21][CH:20]=2)=[N:15][C:14]=1[C:30]([NH2:32])=[O:31], predict the reaction product. The product is: [CH3:9][O:8][C:5]1[CH:6]=[CH:7][C:2]([C:1]([NH:12][C:13]2[S:17][C:16]([NH:18][C:19]3[CH:20]=[CH:21][C:22]([O:25][CH2:26][CH2:27][O:28][CH3:29])=[CH:23][CH:24]=3)=[N:15][C:14]=2[C:30]([NH2:32])=[O:31])=[O:10])=[CH:3][CH:4]=1. (3) Given the reactants [CH3:1][N:2]1[C:15]2([CH2:17][CH2:16]2)[CH2:14][C:5]2[NH:6][C:7]3[CH:8]=[CH:9][C:10]([CH3:13])=[CH:11][C:12]=3[C:4]=2[CH2:3]1.[F:18][C:19]([F:29])([F:28])[C:20]1[CH:25]=[CH:24][C:23]([CH:26]=[CH2:27])=[CH:22][N:21]=1.[OH-].[K+], predict the reaction product. The product is: [CH3:1][N:2]1[C:15]2([CH2:17][CH2:16]2)[CH2:14][C:5]2[N:6]([CH2:27][CH2:26][C:23]3[CH:22]=[N:21][C:20]([C:19]([F:29])([F:18])[F:28])=[CH:25][CH:24]=3)[C:7]3[CH:8]=[CH:9][C:10]([CH3:13])=[CH:11][C:12]=3[C:4]=2[CH2:3]1. (4) Given the reactants Br[C:2]1[S:6][C:5]([CH:7]=[C:8]([C:11]#[N:12])[C:9]#[N:10])=[CH:4][CH:3]=1.C([Sn](CCCC)(CCCC)[C:18]1[S:19][CH:20]=[CH:21][CH:22]=1)CCC, predict the reaction product. The product is: [S:6]1[C:5]([CH:7]=[C:8]([C:11]#[N:12])[C:9]#[N:10])=[CH:4][CH:3]=[C:2]1[C:18]1[S:19][CH:20]=[CH:21][CH:22]=1. (5) Given the reactants [CH3:1][C:2]([N:9]([C:17](=[O:22])[C:18](OC)=[O:19])[CH2:10][C:11]1[CH:16]=[CH:15][CH:14]=[CH:13][CH:12]=1)([CH3:8])[CH2:3][C:4]([O:6][CH3:7])=[O:5].C[O-].[Na+], predict the reaction product. The product is: [CH3:1][C:2]1([CH3:8])[CH:3]([C:4]([O:6][CH3:7])=[O:5])[C:18](=[O:19])[C:17](=[O:22])[N:9]1[CH2:10][C:11]1[CH:16]=[CH:15][CH:14]=[CH:13][CH:12]=1.